Dataset: NCI-60 drug combinations with 297,098 pairs across 59 cell lines. Task: Regression. Given two drug SMILES strings and cell line genomic features, predict the synergy score measuring deviation from expected non-interaction effect. (1) Drug 1: CS(=O)(=O)OCCCCOS(=O)(=O)C. Drug 2: C(CN)CNCCSP(=O)(O)O. Cell line: MDA-MB-435. Synergy scores: CSS=-9.27, Synergy_ZIP=-0.643, Synergy_Bliss=-8.23, Synergy_Loewe=-9.38, Synergy_HSA=-10.7. (2) Drug 1: CC1=C2C(C(=O)C3(C(CC4C(C3C(C(C2(C)C)(CC1OC(=O)C(C(C5=CC=CC=C5)NC(=O)OC(C)(C)C)O)O)OC(=O)C6=CC=CC=C6)(CO4)OC(=O)C)OC)C)OC. Drug 2: COC1=CC(=CC(=C1O)OC)C2C3C(COC3=O)C(C4=CC5=C(C=C24)OCO5)OC6C(C(C7C(O6)COC(O7)C8=CC=CS8)O)O. Cell line: NCIH23. Synergy scores: CSS=60.9, Synergy_ZIP=-11.5, Synergy_Bliss=-11.5, Synergy_Loewe=-8.76, Synergy_HSA=-5.91. (3) Drug 1: CN(CC1=CN=C2C(=N1)C(=NC(=N2)N)N)C3=CC=C(C=C3)C(=O)NC(CCC(=O)O)C(=O)O. Drug 2: CC1=C(C=C(C=C1)NC(=O)C2=CC=C(C=C2)CN3CCN(CC3)C)NC4=NC=CC(=N4)C5=CN=CC=C5. Cell line: HOP-62. Synergy scores: CSS=6.23, Synergy_ZIP=-6.53, Synergy_Bliss=0.110, Synergy_Loewe=-6.15, Synergy_HSA=1.64. (4) Drug 1: CC1=C(C=C(C=C1)NC2=NC=CC(=N2)N(C)C3=CC4=NN(C(=C4C=C3)C)C)S(=O)(=O)N.Cl. Drug 2: C1=NC2=C(N=C(N=C2N1C3C(C(C(O3)CO)O)O)F)N. Cell line: SNB-75. Synergy scores: CSS=1.60, Synergy_ZIP=-0.720, Synergy_Bliss=-1.54, Synergy_Loewe=-2.86, Synergy_HSA=-2.27.